From a dataset of Reaction yield outcomes from USPTO patents with 853,638 reactions. Predict the reaction yield, written as a fraction of the theoretical maximum amount of product (1.0 means a 100% yield; for example, 0.34 means a 34% yield). (1) The reactants are [Cl:1][C:2]1[CH:3]=[C:4]([N:21]2C(=O)C3C(=CC=CC=3)C2=O)[CH:5]=[C:6]([Cl:20])[C:7]=1[O:8][C:9]1[CH:14]=[C:13]([CH:15]([CH3:17])[CH3:16])[C:12](=[O:18])[N:11]([CH3:19])[N:10]=1.C(N)CCC.O. The catalyst is CO. The product is [NH2:21][C:4]1[CH:5]=[C:6]([Cl:20])[C:7]([O:8][C:9]2[CH:14]=[C:13]([CH:15]([CH3:16])[CH3:17])[C:12](=[O:18])[N:11]([CH3:19])[N:10]=2)=[C:2]([Cl:1])[CH:3]=1. The yield is 0.744. (2) The catalyst is C1COCC1. The product is [Br:1][C:2]1[CH:3]=[C:4]2[C:9](=[CH:10][CH:11]=1)[N:8]=[CH:7][C:6]([S:12]([CH3:15])(=[O:14])=[O:13])=[C:5]2[Cl:19]. The yield is 0.590. The reactants are [Br:1][C:2]1[CH:3]=[C:4]2[C:9](=[CH:10][CH:11]=1)[N:8]=[CH:7][C:6]([S:12]([CH3:15])(=[O:14])=[O:13])=[C:5]2O.P(Cl)(Cl)([Cl:19])=O.C(=O)(O)[O-].[Na+].C(OCC)(=O)C.